This data is from Forward reaction prediction with 1.9M reactions from USPTO patents (1976-2016). The task is: Predict the product of the given reaction. (1) Given the reactants Br[C:2]1[N:7]=[C:6]([N:8]([CH3:10])[CH3:9])[CH:5]=[CH:4][CH:3]=1.C([Li])CCC.[CH2:16]([Sn:20](Cl)([CH2:25][CH2:26][CH2:27][CH3:28])[CH2:21][CH2:22][CH2:23][CH3:24])[CH2:17][CH2:18][CH3:19].O, predict the reaction product. The product is: [CH3:9][N:8]([CH3:10])[C:6]1[CH:5]=[CH:4][CH:3]=[C:2]([Sn:20]([CH2:21][CH2:22][CH2:23][CH3:24])([CH2:25][CH2:26][CH2:27][CH3:28])[CH2:16][CH2:17][CH2:18][CH3:19])[N:7]=1. (2) Given the reactants [CH3:1][CH2:2][CH:3]([CH2:5][CH:6]([CH2:8][CH2:9][CH2:10][CH2:11][CH2:12][CH2:13][CH2:14][CH2:15][C:16]([NH:18][C@@H:19]1[C:50](=[O:51])[NH:49][C@@H:48]([C@H:52]([OH:54])[CH3:53])[C:46](=[O:47])[N:45]2[C@@H:41]([CH2:42][C@@H:43]([OH:55])[CH2:44]2)[C:39](=[O:40])[NH:38][C@@H:37]([C@H:56]([OH:66])[C@@H:57]([OH:65])[C:58]2[CH:59]=[CH:60][C:61]([OH:64])=[CH:62][CH:63]=2)[C:35](=[O:36])[NH:34][C@@H:33]([C@H:67]([OH:71])[CH2:68][CH2:69][NH2:70])[C:31](=[O:32])[N:30]2[C@@H:26]([C@@H:27]([OH:72])[CH2:28][CH2:29]2)[C:24](=[O:25])[NH:23][C@H:22]([NH:73][CH2:74][CH2:75][NH2:76])[C@H:21]([OH:77])[CH2:20]1)=[O:17])[CH3:7])[CH3:4].C(O)C.[C:81]([O:84]CC)(=[O:83])[CH3:82].N[C@H:88]([C:97]([OH:99])=[O:98])CC1C=CC(O)=CC=1, predict the reaction product. The product is: [CH3:1][CH2:2][CH:3]([CH2:5][CH:6]([CH2:8][CH2:9][CH2:10][CH2:11][CH2:12][CH2:13][CH2:14][CH2:15][C:16]([NH:18][C@@H:19]1[C:50](=[O:51])[NH:49][C@@H:48]([C@H:52]([OH:54])[CH3:53])[C:46](=[O:47])[N:45]2[C@@H:41]([CH2:42][C@@H:43]([OH:55])[CH2:44]2)[C:39](=[O:40])[NH:38][C@@H:37]([C@H:56]([OH:66])[C@@H:57]([OH:65])[C:58]2[CH:59]=[CH:60][C:61]([OH:64])=[CH:62][CH:63]=2)[C:35](=[O:36])[NH:34][C@@H:33]([C@H:67]([OH:71])[CH2:68][CH2:69][NH2:70])[C:31](=[O:32])[N:30]2[C@@H:26]([C@@H:27]([OH:72])[CH2:28][CH2:29]2)[C:24](=[O:25])[NH:23][C@H:22]([NH:73][CH2:74][CH2:75][NH2:76])[C@H:21]([OH:77])[CH2:20]1)=[O:17])[CH3:7])[CH3:4].[CH3:82][C:81]([OH:84])=[O:83].[CH3:88][C:97]([OH:99])=[O:98]. (3) The product is: [CH2:1]([N:8]1[CH2:13][CH:12]([CH:14]([CH3:15])[CH3:16])[NH:11][CH2:10][C:9]1([CH3:18])[CH3:19])[C:2]1[CH:3]=[CH:4][CH:5]=[CH:6][CH:7]=1. Given the reactants [CH2:1]([N:8]1[CH2:13][CH:12]([CH:14]([CH3:16])[CH3:15])[NH:11][C:10](=O)[C:9]1([CH3:19])[CH3:18])[C:2]1[CH:7]=[CH:6][CH:5]=[CH:4][CH:3]=1.[H-].[Al+3].[Li+].[H-].[H-].[H-].Cl[Si](C)(C)C.O, predict the reaction product.